Dataset: Full USPTO retrosynthesis dataset with 1.9M reactions from patents (1976-2016). Task: Predict the reactants needed to synthesize the given product. (1) The reactants are: [CH3:1][N:2]1[C:7]2[N:8]=[CH:9][C:10]([O:12][C:13]3[CH:14]=[N:15][CH:16]=[C:17]([C:19]([F:22])([F:21])[F:20])[CH:18]=3)=[CH:11][C:6]=2[C:5](=[O:23])[N:4]([CH2:24][CH2:25][CH2:26][O:27][CH:28]2[CH2:33][CH2:32][CH2:31][CH2:30][O:29]2)[C:3]1=[O:34].[Li+].CC([N-]C(C)C)C.[Cl:43][C:44]1[CH:51]=[CH:50][C:47]([CH:48]=[O:49])=[CH:46][CH:45]=1. Given the product [Cl:43][C:44]1[CH:51]=[CH:50][C:47]([CH:48]([OH:49])[C:11]2[C:6]3[C:5](=[O:23])[N:4]([CH2:24][CH2:25][CH2:26][O:27][CH:28]4[CH2:33][CH2:32][CH2:31][CH2:30][O:29]4)[C:3](=[O:34])[N:2]([CH3:1])[C:7]=3[N:8]=[CH:9][C:10]=2[O:12][C:13]2[CH:14]=[N:15][CH:16]=[C:17]([C:19]([F:22])([F:20])[F:21])[CH:18]=2)=[CH:46][CH:45]=1, predict the reactants needed to synthesize it. (2) Given the product [S:10]1[C:11]2[CH:12]=[CH:13][CH2:14][CH2:15][C:16]=2[C:7]2([CH:6]=[CH:5][S:4][CH:1]([NH2:2])[NH:3]2)[CH:8]=[CH:9]1, predict the reactants needed to synthesize it. The reactants are: [C:1]([S:4][CH2:5]/[CH:6]=[C:7]1\[CH2:8][CH2:9][S:10][C:11]2[C:16]\1=[CH:15][CH:14]=[CH:13][CH:12]=2)(=[NH:3])[NH2:2].FC(F)(F)S(O)(=O)=O.C(=O)(O)[O-].[Na+]. (3) Given the product [Cl:1][C:2]1[CH:8]=[C:7]([Cl:9])[CH:6]=[CH:5][C:3]=1[NH:4][CH:11]([CH3:13])[CH3:12], predict the reactants needed to synthesize it. The reactants are: [Cl:1][C:2]1[CH:8]=[C:7]([Cl:9])[CH:6]=[CH:5][C:3]=1[NH2:4].Br[CH:11]([CH3:13])[CH3:12]. (4) Given the product [CH:24]1([C:30]2[O:31][C:32]([CH3:48])=[C:33]([CH2:35][CH2:36][O:13][C:10]3[CH:9]=[CH:8][C:7]([CH2:6][C:5]([O:15][C:16]4[CH:21]=[CH:20][CH:19]=[CH:18][C:17]=4[F:22])([CH3:14])[C:4]([OH:3])=[O:23])=[CH:12][CH:11]=3)[N:34]=2)[CH2:25][CH2:26][CH2:27][CH2:28][CH2:29]1, predict the reactants needed to synthesize it. The reactants are: C([O:3][C:4](=[O:23])[C:5]([O:15][C:16]1[CH:21]=[CH:20][CH:19]=[CH:18][C:17]=1[F:22])([CH3:14])[CH2:6][C:7]1[CH:12]=[CH:11][C:10]([OH:13])=[CH:9][CH:8]=1)C.[CH:24]1([C:30]2[O:31][C:32]([CH3:48])=[C:33]([CH2:35][CH2:36]OS(C3C=CC(C)=CC=3)(=O)=O)[N:34]=2)[CH2:29][CH2:28][CH2:27][CH2:26][CH2:25]1. (5) Given the product [CH:33]([C:18]1[CH:19]=[C:20]2[C:15](=[CH:16][CH:17]=1)[N:14]([CH:3]([C:4]1[CH:9]=[CH:8][C:7]([C:10]([F:13])([F:11])[F:12])=[CH:6][CH:5]=1)[CH2:2][O:1][CH3:38])[C:26]1[CH:25]([CH2:27][C:28]([O:30][CH2:31][CH3:32])=[O:29])[CH2:24][CH2:23][CH2:22][C:21]2=1)([CH3:34])[CH3:35], predict the reactants needed to synthesize it. The reactants are: [OH:1][CH2:2][CH:3]([N:14]1[C:26]2[CH:25]([CH2:27][C:28]([O:30][CH2:31][CH3:32])=[O:29])[CH2:24][CH2:23][CH2:22][C:21]=2[C:20]2[C:15]1=[CH:16][CH:17]=[C:18]([CH:33]([CH3:35])[CH3:34])[CH:19]=2)[C:4]1[CH:9]=[CH:8][C:7]([C:10]([F:13])([F:12])[F:11])=[CH:6][CH:5]=1.[H-].[Na+].[CH3:38]I.O. (6) Given the product [CH2:17]([O:24][C:25]1[C:26]([CH3:34])=[C:27]([CH3:33])[C:28]([NH:32][C:8](=[O:15])[C:9]2[CH:14]=[CH:13][CH:12]=[CH:11][CH:10]=2)=[N:29][C:30]=1[CH3:31])[C:18]1[CH:19]=[CH:20][CH:21]=[CH:22][CH:23]=1, predict the reactants needed to synthesize it. The reactants are: C(N(CC)CC)C.[C:8](Cl)(=[O:15])[C:9]1[CH:14]=[CH:13][CH:12]=[CH:11][CH:10]=1.[CH2:17]([O:24][C:25]1[C:26]([CH3:34])=[C:27]([CH3:33])[C:28]([NH2:32])=[N:29][C:30]=1[CH3:31])[C:18]1[CH:23]=[CH:22][CH:21]=[CH:20][CH:19]=1. (7) Given the product [CH:1]([C:4]1[CH:5]=[CH:6][C:7]([C:10]2[S:11][C:24](=[O:25])[N:13]([C:14]3[CH:15]=[CH:16][C:17]([C:18]([O:20][CH3:21])=[O:19])=[CH:22][CH:23]=3)[N:12]=2)=[CH:8][CH:9]=1)([CH3:3])[CH3:2], predict the reactants needed to synthesize it. The reactants are: [CH:1]([C:4]1[CH:9]=[CH:8][C:7]([C:10]([NH:12][NH:13][C:14]2[CH:23]=[CH:22][C:17]([C:18]([O:20][CH3:21])=[O:19])=[CH:16][CH:15]=2)=[S:11])=[CH:6][CH:5]=1)([CH3:3])[CH3:2].[C:24](N1C=CN=C1)(N1C=CN=C1)=[O:25]. (8) Given the product [Br:23][CH2:24][CH2:25][CH2:26][CH2:27][CH2:28][CH2:29][CH2:30][O:1][C:2]1[C:3](=[O:16])[CH:4]=[C:5]([CH2:8][O:9][CH:10]2[CH2:15][CH2:14][CH2:13][CH2:12][O:11]2)[O:6][CH:7]=1, predict the reactants needed to synthesize it. The reactants are: [OH:1][C:2]1[C:3](=[O:16])[CH:4]=[C:5]([CH2:8][O:9][CH:10]2[CH2:15][CH2:14][CH2:13][CH2:12][O:11]2)[O:6][CH:7]=1.C([O-])([O-])=O.[Cs+].[Cs+].[Br:23][CH2:24][CH2:25][CH2:26][CH2:27][CH2:28][CH2:29][CH2:30]Br. (9) Given the product [O:23]=[C:21]1[C:22]2[N:13]=[CH:14][CH:15]=[CH:16][C:17]=2[CH2:18][CH2:19][CH:20]1[CH2:2][C:1]#[N:4], predict the reactants needed to synthesize it. The reactants are: [CH:1]([NH:4]C(C)C)(C)[CH3:2].C([Li])CCC.[N:13]1[C:22]2[C:21](=[O:23])[CH2:20][CH2:19][CH2:18][C:17]=2[CH:16]=[CH:15][CH:14]=1.BrCC#N. (10) Given the product [NH2:11][C:8]1[CH:7]=[C:6]([CH:14]2[C:19]([C:20]3[CH:25]=[CH:24][CH:23]=[CH:22][CH:21]=3)=[C:18]([C:26]3[CH:31]=[CH:30][CH:29]=[CH:28][CH:27]=3)[NH:17][C:16](=[O:32])[NH:15]2)[CH:5]=[C:4]([O:3][CH2:1][CH3:2])[C:9]=1[OH:10], predict the reactants needed to synthesize it. The reactants are: [CH2:1]([O:3][C:4]1[CH:5]=[C:6]([CH:14]2[C:19]([C:20]3[CH:25]=[CH:24][CH:23]=[CH:22][CH:21]=3)=[C:18]([C:26]3[CH:31]=[CH:30][CH:29]=[CH:28][CH:27]=3)[NH:17][C:16](=[O:32])[NH:15]2)[CH:7]=[C:8]([N+:11]([O-])=O)[C:9]=1[OH:10])[CH3:2].[NH4+].[Cl-].C1COCC1.O.